Dataset: Forward reaction prediction with 1.9M reactions from USPTO patents (1976-2016). Task: Predict the product of the given reaction. (1) Given the reactants C(OC([N:8]1[C:16]2[CH2:15][CH2:14][N:13]([C:17](=S)[CH2:18][C:19]([CH:21]3[CH2:23][CH2:22]3)=O)[CH2:12][C:11]=2[CH:10]=[C:9]1[C:25]1[C:30]([F:31])=[CH:29][CH:28]=[CH:27][C:26]=1[F:32])=O)(C)(C)C.C(O)(=O)C(O)=O.[CH2:39]([NH:41][NH2:42])[CH3:40].CCN(CC)CC, predict the reaction product. The product is: [CH:21]1([C:19]2[CH:18]=[C:17]([N:13]3[CH2:14][CH2:15][C:16]4[NH:8][C:9]([C:25]5[C:26]([F:32])=[CH:27][CH:28]=[CH:29][C:30]=5[F:31])=[CH:10][C:11]=4[CH2:12]3)[N:41]([CH2:39][CH3:40])[N:42]=2)[CH2:23][CH2:22]1. (2) Given the reactants OC(C1N(C)C=NC=1)[C:3]1[CH:10]=[CH:9][C:6]([C:7]#[N:8])=[C:5]([C:11]2[C:20]3[C:15](=[CH:16][CH:17]=[CH:18][CH:19]=3)[CH:14]=[CH:13][CH:12]=2)[CH:4]=1.[C:27]([C:29]1[CH:35]=[CH:34][C:32]([NH2:33])=[CH:31][CH:30]=1)#[N:28].[CH:36]([N:39]([CH:42](C)C)[CH2:40]C)([CH3:38])[CH3:37].C(OCC)(=O)C.C[N:52](C=O)C, predict the reaction product. The product is: [C:27]([C:29]1[CH:35]=[CH:34][C:32]([NH:33][C:3]2[CH:10]=[CH:9][C:6]([C:7]#[N:8])=[C:5]([C:11]3[C:20]4[C:15](=[CH:16][CH:17]=[CH:18][CH:19]=4)[CH:14]=[CH:13][CH:12]=3)[C:4]=2[CH2:37][C:36]2[N:39]([CH3:42])[CH:40]=[N:52][CH:38]=2)=[CH:31][CH:30]=1)#[N:28]. (3) Given the reactants [Br:1][C:2]1[CH:10]=[C:9]([OH:11])[CH:8]=[CH:7][C:3]=1[C:4]([OH:6])=[O:5].[OH-].[K+].[CH2:14](Br)[C:15]1[CH:20]=[CH:19][CH:18]=[CH:17][CH:16]=1.C([O-])([O-])=O.[K+].[K+], predict the reaction product. The product is: [CH2:14]([O:5][C:4](=[O:6])[C:3]1[CH:7]=[CH:8][C:9]([O:11][CH2:4][C:3]2[CH:7]=[CH:8][CH:9]=[CH:10][CH:2]=2)=[CH:10][C:2]=1[Br:1])[C:15]1[CH:20]=[CH:19][CH:18]=[CH:17][CH:16]=1. (4) Given the reactants [CH:1]([C:4]1[CH:5]=[C:6]2[C:11](=[C:12]([C:14]3[CH:15]=[C:16]([CH:20]=[C:21]([C:24]4[CH:29]=[CH:28][N:27]=[CH:26][CH:25]=4)[C:22]#[N:23])[CH:17]=[CH:18][CH:19]=3)[CH:13]=1)[N:10]=[CH:9][CH:8]=[CH:7]2)([CH3:3])[CH3:2].C1C=C(C([O-])=[O:37])C(C(O[O-])=O)=CC=1.[Mg+2], predict the reaction product. The product is: [CH:1]([C:4]1[CH:5]=[C:6]2[C:11](=[C:12]([C:14]3[CH:15]=[C:16]([CH:20]4[O:37][C:21]4([C:24]4[CH:25]=[CH:26][N:27]=[CH:28][CH:29]=4)[C:22]#[N:23])[CH:17]=[CH:18][CH:19]=3)[CH:13]=1)[N:10]=[CH:9][CH:8]=[CH:7]2)([CH3:3])[CH3:2]. (5) Given the reactants [OH:1][C@@H:2]1[CH2:6][CH2:5][NH:4][CH2:3]1.Cl[C:8]1[N:13]=[CH:12][C:11]([N+:14]([O-:16])=[O:15])=[CH:10][N:9]=1, predict the reaction product. The product is: [N+:14]([C:11]1[CH:10]=[N:9][C:8]([N:4]2[CH2:5][CH2:6][C@@H:2]([OH:1])[CH2:3]2)=[N:13][CH:12]=1)([O-:16])=[O:15]. (6) Given the reactants FC(F)(F)C(O)=[O:4].C(Cl)Cl.CC1(C)[N:16]2[C:17](=[O:34])[O:18][C@H:19]([C:20]#[C:21][CH2:22][CH2:23][CH2:24][C:25]34[O:32][CH2:31][C:28]([CH3:33])([CH2:29][O:30]3)[CH2:27][O:26]4)[C@@H:15]2[CH2:14][S:13]1.C(=O)(O)[O-].[Na+], predict the reaction product. The product is: [O:34]=[C:17]1[NH:16][C@H:15]2[CH2:14][S:13][C:20](=[CH:21][CH2:22][CH2:23][CH2:24][C:25]([O:32][CH2:31][C:28]([CH2:27][OH:26])([CH3:33])[CH2:29][OH:30])=[O:4])[C@H:19]2[O:18]1. (7) Given the reactants [Si]([O:8][CH:9]1[CH2:14][CH2:13][N:12]([C:15]2[S:16][CH:17]=[C:18]([C:20]([O:22][CH2:23][C:24]3[CH:29]=[CH:28][C:27]([N+:30]([O-:32])=[O:31])=[CH:26][CH:25]=3)=[O:21])[N:19]=2)[CH2:11][CH2:10]1)(C(C)(C)C)(C)C.C(O)(=O)C.[F-].C([N+](CCCC)(CCCC)CCCC)CCC, predict the reaction product. The product is: [N+:30]([C:27]1[CH:28]=[CH:29][C:24]([CH2:23][O:22][C:20]([C:18]2[N:19]=[C:15]([N:12]3[CH2:13][CH2:14][CH:9]([OH:8])[CH2:10][CH2:11]3)[S:16][CH:17]=2)=[O:21])=[CH:25][CH:26]=1)([O-:32])=[O:31].